From a dataset of Catalyst prediction with 721,799 reactions and 888 catalyst types from USPTO. Predict which catalyst facilitates the given reaction. (1) Product: [CH:14]1([N:11]2[CH2:12][CH2:13][N:8]([C:7]3[CH:2]=[C:3]([NH2:18])[C:4]([NH2:15])=[CH:5][CH:6]=3)[CH2:9][CH2:10]2)[CH2:26][CH2:25][CH2:24][CH2:23]1. Reactant: F[C:2]1[C:7]([N:8]2[CH2:13][CH2:12][N:11]([CH3:14])[CH2:10][CH2:9]2)=[CH:6][CH:5]=[C:4]([N+:15]([O-])=O)[C:3]=1[NH2:18].Cl.NO.N1C=[CH:26][CH:25]=[CH:24][CH:23]=1. The catalyst class is: 8. (2) The catalyst class is: 1. Product: [CH3:7][C:5]1[N:6]=[C:2]([CH2:1][C:13](=[O:17])[CH2:14][CH2:15][CH3:16])[S:3][CH:4]=1. Reactant: [CH3:1][C:2]1[S:3][CH:4]=[C:5]([CH3:7])[N:6]=1.C([Li])CCC.[C:13](OCC)(=[O:17])[CH2:14][CH2:15][CH3:16]. (3) Reactant: [C:1]([O:5][C:6]([N:8]1[CH2:13][CH2:12][N+:11]([O-])([CH2:14][CH2:15][N:16]2[C:21]3[N:22]=[C:23](S(C)=O)[N:24]=[CH:25][C:20]=3[CH:19]=[C:18]([C:29]3[CH:34]=[CH:33][C:32]([C:35]4[CH:40]=[CH:39][CH:38]=[C:37]([CH3:41])[N:36]=4)=[CH:31][C:30]=3[Cl:42])[C:17]2=[O:43])[CH2:10][CH2:9]1)=[O:7])([CH3:4])([CH3:3])[CH3:2].[CH2:45]([NH2:47])[CH3:46].B1(B2OC(C)(C)C(C)(C)O2)OC(C)(C)C(C)(C)O1. Product: [Cl:42][C:30]1[CH:31]=[C:32]([C:35]2[CH:40]=[CH:39][CH:38]=[C:37]([CH3:41])[N:36]=2)[CH:33]=[CH:34][C:29]=1[C:18]1[C:17](=[O:43])[N:16]([CH2:15][CH2:14][N:11]2[CH2:12][CH2:13][N:8]([C:6]([O:5][C:1]([CH3:4])([CH3:3])[CH3:2])=[O:7])[CH2:9][CH2:10]2)[C:21]2[N:22]=[C:23]([NH:47][CH2:45][CH3:46])[N:24]=[CH:25][C:20]=2[CH:19]=1. The catalyst class is: 49. (4) Reactant: [NH:1]1[CH2:4][CH:3]([C:5]([N:7]2[CH2:13][CH2:12][CH2:11][N:10]([CH:14]3[CH2:17][CH2:16][CH2:15]3)[CH2:9][CH2:8]2)=[O:6])[CH2:2]1.[N:18]1([C:24](Cl)=[O:25])[CH2:23][CH2:22][CH2:21][CH2:20][CH2:19]1. Product: [CH:14]1([N:10]2[CH2:11][CH2:12][CH2:13][N:7]([C:5]([CH:3]3[CH2:2][N:1]([C:24]([N:18]4[CH2:23][CH2:22][CH2:21][CH2:20][CH2:19]4)=[O:25])[CH2:4]3)=[O:6])[CH2:8][CH2:9]2)[CH2:17][CH2:16][CH2:15]1. The catalyst class is: 2. (5) Reactant: [C:1]([N:5]([CH2:13][CH2:14][CH2:15][O:16][CH2:17][C:18]#[C:19][C:20]1[S:24][CH:23]=[N:22][CH:21]=1)[C:6](=[O:12])[C:7]([O:9]CC)=[O:8])([CH3:4])([CH3:3])[CH3:2].[OH-].[K+].Cl. Product: [C:1]([N:5]([CH2:13][CH2:14][CH2:15][O:16][CH2:17][C:18]#[C:19][C:20]1[S:24][CH:23]=[N:22][CH:21]=1)[C:6](=[O:12])[C:7]([OH:9])=[O:8])([CH3:4])([CH3:2])[CH3:3]. The catalyst class is: 38. (6) Reactant: C([O:8][N:9]1[C:15](=[O:16])[N:14]2[CH2:17][C@H:10]1[CH2:11][CH2:12][C@H:13]2[C:18]1[S:22][C:21]([CH:23]2[CH2:28][CH2:27][N:26]([C:29]([O:31][C:32]([CH3:35])([CH3:34])[CH3:33])=[O:30])[CH2:25][CH2:24]2)=[N:20][N:19]=1)C1C=CC=CC=1. Product: [OH:8][N:9]1[C:15](=[O:16])[N:14]2[CH2:17][C@H:10]1[CH2:11][CH2:12][C@H:13]2[C:18]1[S:22][C:21]([CH:23]2[CH2:24][CH2:25][N:26]([C:29]([O:31][C:32]([CH3:35])([CH3:34])[CH3:33])=[O:30])[CH2:27][CH2:28]2)=[N:20][N:19]=1. The catalyst class is: 833. (7) Reactant: [Cl:1][C:2]1[CH:7]=[CH:6][C:5]([NH:8][S:9]([C:12]([F:15])([F:14])[F:13])(=[O:11])=[O:10])=[C:4]([C:16](=O)[CH2:17][CH3:18])[CH:3]=1.Cl.[F:21][C:22]1[CH:27]=[CH:26][C:25]([O:28][NH2:29])=[CH:24][CH:23]=1.CC([O-])=O.[Na+]. Product: [Cl:1][C:2]1[CH:7]=[CH:6][C:5]([NH:8][S:9]([C:12]([F:15])([F:14])[F:13])(=[O:11])=[O:10])=[C:4]([C:16](=[N:29][O:28][C:25]2[CH:26]=[CH:27][C:22]([F:21])=[CH:23][CH:24]=2)[CH2:17][CH3:18])[CH:3]=1. The catalyst class is: 14. (8) Product: [C:10]([C:13]1[S:14][CH:15]=[C:16]([C:19]([O:21][CH3:22])=[O:20])[C:17]=1[O:18][C:1](=[O:8])[C:2]1[CH:7]=[CH:6][CH:5]=[CH:4][CH:3]=1)(=[O:12])[CH3:11]. Reactant: [C:1](Cl)(=[O:8])[C:2]1[CH:7]=[CH:6][CH:5]=[CH:4][CH:3]=1.[C:10]([C:13]1[S:14][CH:15]=[C:16]([C:19]([O:21][CH3:22])=[O:20])[C:17]=1[OH:18])(=[O:12])[CH3:11]. The catalyst class is: 119. (9) Product: [C:1]([C:5]1[CH:6]=[C:7]([C:22]([C:25]#[N:26])([CH3:23])[CH3:24])[C:8]([O:20][CH3:21])=[C:9]([NH:11][C:12]([NH:27][C@@H:28]2[CH2:36][C:35]3[C:30](=[CH:31][CH:32]=[CH:33][CH:34]=3)[C@@H:29]2[OH:37])=[O:19])[CH:10]=1)([CH3:4])([CH3:2])[CH3:3]. The catalyst class is: 10. Reactant: [C:1]([C:5]1[CH:6]=[C:7]([C:22]([C:25]#[N:26])([CH3:24])[CH3:23])[C:8]([O:20][CH3:21])=[C:9]([NH:11][C:12](=[O:19])OCC(Cl)(Cl)Cl)[CH:10]=1)([CH3:4])([CH3:3])[CH3:2].[NH2:27][C@@H:28]1[CH2:36][C:35]2[C:30](=[CH:31][CH:32]=[CH:33][CH:34]=2)[C@@H:29]1[OH:37].C(O)(=O)[C@@H]([C@H](C(O)=O)O)O.C(N(CC)C(C)C)(C)C.